This data is from Full USPTO retrosynthesis dataset with 1.9M reactions from patents (1976-2016). The task is: Predict the reactants needed to synthesize the given product. (1) The reactants are: [Cl:1][C:2]1[CH:3]=[C:4]([OH:10])[CH:5]=[C:6]([C:8]#[N:9])[CH:7]=1.C(=O)([O-])[O-].[K+].[K+].[F:17][C:18]1[CH:23]=[C:22](F)[CH:21]=[C:20]([F:25])[N:19]=1. Given the product [Cl:1][C:2]1[CH:7]=[C:6]([CH:5]=[C:4]([O:10][C:22]2[CH:21]=[C:20]([F:25])[N:19]=[C:18]([F:17])[CH:23]=2)[CH:3]=1)[C:8]#[N:9], predict the reactants needed to synthesize it. (2) Given the product [NH:15]1[CH2:14][CH:13]([C:11]([N:8]2[CH2:9][CH2:10][N:5]([CH:1]3[CH2:2][CH2:3][CH2:4]3)[CH2:6][CH2:7]2)=[O:12])[CH2:16]1, predict the reactants needed to synthesize it. The reactants are: [CH:1]1([N:5]2[CH2:10][CH2:9][N:8]([C:11]([CH:13]3[CH2:16][N:15](C(OCC4C=CC=CC=4)=O)[CH2:14]3)=[O:12])[CH2:7][CH2:6]2)[CH2:4][CH2:3][CH2:2]1. (3) Given the product [CH2:26]([N:10]1[C:9]2[N:8]=[C:7]([CH2:6][C:5]3[CH:4]=[CH:3][C:2]([NH:1][S:41]([C:37]4[CH:38]=[CH:39][CH:40]=[C:35]([N+:32]([O-:34])=[O:33])[CH:36]=4)(=[O:42])=[O:43])=[CH:31][CH:30]=3)[NH:15][C:14]=2[C:13](=[O:16])[N:12]([CH2:17][C:18]2[CH:23]=[CH:22][CH:21]=[CH:20][C:19]=2[F:24])[C:11]1=[O:25])[CH2:27][CH2:28][CH3:29], predict the reactants needed to synthesize it. The reactants are: [NH2:1][C:2]1[CH:31]=[CH:30][C:5]([CH2:6][C:7]2[NH:15][C:14]3[C:13](=[O:16])[N:12]([CH2:17][C:18]4[CH:23]=[CH:22][CH:21]=[CH:20][C:19]=4[F:24])[C:11](=[O:25])[N:10]([CH2:26][CH2:27][CH2:28][CH3:29])[C:9]=3[N:8]=2)=[CH:4][CH:3]=1.[N+:32]([C:35]1[CH:36]=[C:37]([S:41](Cl)(=[O:43])=[O:42])[CH:38]=[CH:39][CH:40]=1)([O-:34])=[O:33]. (4) Given the product [NH2:28][C:22]1[N:23]=[CH:24][N:25]=[C:26]([NH:1][CH2:2][C:3]2[N:8]([C:9]3[CH:14]=[CH:13][CH:12]=[CH:11][CH:10]=3)[C:7](=[O:15])[C:6]3=[C:16]([CH3:19])[CH:17]=[CH:18][N:5]3[N:4]=2)[C:21]=1[Br:20], predict the reactants needed to synthesize it. The reactants are: [NH2:1][CH2:2][C:3]1[N:8]([C:9]2[CH:14]=[CH:13][CH:12]=[CH:11][CH:10]=2)[C:7](=[O:15])[C:6]2=[C:16]([CH3:19])[CH:17]=[CH:18][N:5]2[N:4]=1.[Br:20][C:21]1[C:22]([NH2:28])=[N:23][CH:24]=[N:25][C:26]=1Cl.[F-].[Cs+].C(N(CC)C(C)C)(C)C. (5) Given the product [C:4]([O:3][CH2:22][CH2:12][CH2:17][CH2:16][CH2:15][CH2:14][OH:11])(=[O:5])[CH2:6][C:7]([O:9][CH2:2][CH2:10][CH2:25][CH2:26][CH2:27][CH2:28][OH:29])=[O:8], predict the reactants needed to synthesize it. The reactants are: C[C:2]1([CH3:10])[O:9][C:7](=[O:8])[CH2:6][C:4](=[O:5])[O:3]1.[OH2:11].[C:12]1([CH3:22])[CH:17]=[CH:16][C:15](S(O)(=O)=O)=[CH:14]C=1.C(O)C[CH2:25][CH2:26][CH2:27][CH2:28][OH:29]. (6) Given the product [CH2:1]([O:8][CH:9]1[CH2:14][CH2:13][N:12]([CH2:15][CH2:16][CH2:17][CH2:18][OH:19])[CH2:11][CH2:10]1)[C:2]1[CH:3]=[CH:4][CH:5]=[CH:6][CH:7]=1, predict the reactants needed to synthesize it. The reactants are: [CH2:1]([O:8][CH:9]1[CH2:14][CH2:13][N:12]([CH2:15][CH2:16][CH2:17][C:18](OCC)=[O:19])[CH2:11][CH2:10]1)[C:2]1[CH:7]=[CH:6][CH:5]=[CH:4][CH:3]=1.O. (7) Given the product [CH2:1]([O:3][C:4](=[O:25])[C:5]1[CH:10]=[CH:9][C:8]([N:11]2[CH:15]=[C:14]([C:16]3[CH:21]=[CH:20][CH:19]=[CH:18][CH:17]=3)[C:13]([C:22]#[N:23])=[CH:12]2)=[CH:7][C:6]=1[NH:24][S:34]([CH3:33])(=[O:36])=[O:35])[CH3:2], predict the reactants needed to synthesize it. The reactants are: [CH2:1]([O:3][C:4](=[O:25])[C:5]1[CH:10]=[CH:9][C:8]([N:11]2[CH:15]=[C:14]([C:16]3[CH:21]=[CH:20][CH:19]=[CH:18][CH:17]=3)[C:13]([C:22]#[N:23])=[CH:12]2)=[CH:7][C:6]=1[NH2:24])[CH3:2].C(N(CC)CC)C.[CH3:33][S:34](Cl)(=[O:36])=[O:35].